This data is from Peptide-MHC class II binding affinity with 134,281 pairs from IEDB. The task is: Regression. Given a peptide amino acid sequence and an MHC pseudo amino acid sequence, predict their binding affinity value. This is MHC class II binding data. (1) The peptide sequence is FPGGKCSGITVSSTY. The MHC is HLA-DPA10201-DPB10101 with pseudo-sequence HLA-DPA10201-DPB10101. The binding affinity (normalized) is 0.114. (2) The MHC is HLA-DPA10301-DPB10402 with pseudo-sequence HLA-DPA10301-DPB10402. The binding affinity (normalized) is 0.0686. The peptide sequence is KPTAAGPKDNGGACG. (3) The peptide sequence is LVKYVNGDGDVVAVD. The MHC is HLA-DQA10501-DQB10201 with pseudo-sequence HLA-DQA10501-DQB10201. The binding affinity (normalized) is 0.269. (4) The peptide sequence is HSLLRTQRLHKFLVC. The MHC is DRB3_0202 with pseudo-sequence DRB3_0202. The binding affinity (normalized) is 0.108.